From a dataset of Peptide-MHC class II binding affinity with 134,281 pairs from IEDB. Regression. Given a peptide amino acid sequence and an MHC pseudo amino acid sequence, predict their binding affinity value. This is MHC class II binding data. The peptide sequence is MGEAVQNTVEDLKLN. The MHC is HLA-DQA10102-DQB10602 with pseudo-sequence HLA-DQA10102-DQB10602. The binding affinity (normalized) is 0.195.